Dataset: Full USPTO retrosynthesis dataset with 1.9M reactions from patents (1976-2016). Task: Predict the reactants needed to synthesize the given product. Given the product [C:1]([O:5][C:6](=[O:18])[NH:7][C:8]1[CH:13]=[CH:12][C:11]([C:21]2[CH:22]=[CH:23][S:19][CH:20]=2)=[CH:10][C:9]=1[N+:15]([O-:17])=[O:16])([CH3:4])([CH3:3])[CH3:2], predict the reactants needed to synthesize it. The reactants are: [C:1]([O:5][C:6](=[O:18])[NH:7][C:8]1[CH:13]=[CH:12][C:11](I)=[CH:10][C:9]=1[N+:15]([O-:17])=[O:16])([CH3:4])([CH3:3])[CH3:2].[S:19]1[CH:23]=[CH:22][C:21](B(O)O)=[CH:20]1.